This data is from Reaction yield outcomes from USPTO patents with 853,638 reactions. The task is: Predict the reaction yield, written as a fraction of the theoretical maximum amount of product (1.0 means a 100% yield; for example, 0.34 means a 34% yield). (1) The reactants are [C:1]([C:3]1[S:4][C:5]2[CH:11]=[C:10]([NH:12][C:13](=[O:31])[O:14][CH2:15][C:16]3[CH:21]=[CH:20][C:19]([B:22]4[O:26]C(C)(C)C(C)(C)[O:23]4)=[CH:18][CH:17]=3)[CH:9]=[CH:8][C:6]=2[N:7]=1)#[N:2]. The catalyst is N#N. The product is [C:1]([C:3]1[S:4][C:5]2[CH:11]=[C:10]([NH:12][C:13]([O:14][CH2:15][C:16]3[CH:21]=[CH:20][C:19]([B:22]([OH:23])[OH:26])=[CH:18][CH:17]=3)=[O:31])[CH:9]=[CH:8][C:6]=2[N:7]=1)#[N:2]. The yield is 0.730. (2) The reactants are O=[C:2]1[CH2:6][S:5][CH2:4][CH:3]1[C:7]([O:9][CH3:10])=[O:8].[F:11][C:12]1[CH:18]=[C:17]([I:19])[CH:16]=[CH:15][C:13]=1[NH2:14]. The catalyst is C(O)C.C(O)(=O)C. The product is [F:11][C:12]1[CH:18]=[C:17]([I:19])[CH:16]=[CH:15][C:13]=1[NH:14][C:2]1[CH2:6][S:5][CH2:4][C:3]=1[C:7]([O:9][CH3:10])=[O:8]. The yield is 0.420. (3) The reactants are O[C:2]1[C:11]2[CH2:10][CH2:9][CH2:8][CH2:7][C:6]=2[NH:5][C:4](=[O:12])[C:3]=1[C:13]([O:15][CH2:16][CH3:17])=[O:14].P(Cl)(Cl)([Cl:20])=O. No catalyst specified. The product is [Cl:20][C:2]1[C:11]2[CH2:10][CH2:9][CH2:8][CH2:7][C:6]=2[NH:5][C:4](=[O:12])[C:3]=1[C:13]([O:15][CH2:16][CH3:17])=[O:14]. The yield is 0.170. (4) The reactants are C1COCC1.[N:6]1[CH:11]=[CH:10][CH:9]=[C:8]([CH:12]=[N:13][OH:14])[CH:7]=1.ClN1C(=O)CCC1=O.[CH3:23][Si:24]([CH3:32])([CH3:31])[C:25]#[C:26][Si:27]([CH3:30])([CH3:29])[CH3:28]. The catalyst is C(OCC)(=O)C.C(N(CC)CC)C. The product is [CH3:23][Si:24]([CH3:32])([CH3:31])[C:25]1[C:12]([C:8]2[CH:7]=[N:6][CH:11]=[CH:10][CH:9]=2)=[N:13][O:14][C:26]=1[Si:27]([CH3:30])([CH3:29])[CH3:28]. The yield is 0.170.